This data is from Forward reaction prediction with 1.9M reactions from USPTO patents (1976-2016). The task is: Predict the product of the given reaction. Given the reactants [CH2:1]([O:8][C:9]1[CH:32]=[CH:31][C:12]([O:13][CH2:14][CH:15]([OH:30])[CH2:16][N:17]2[CH2:22][CH2:21][C:20]([C:24]3[CH:29]=[CH:28][CH:27]=[CH:26][CH:25]=3)([OH:23])[CH2:19][CH2:18]2)=[CH:11][CH:10]=1)C1C=CC=CC=1.C([O:40][C:41]1[CH:51]=[CH:50][C:44](OCC2CO2)=[CH:43][CH:42]=1)C1C=CC=CC=1.OC1(C2C=CC=CC=2)CC[NH:56]CC1.C([O-])([O-])=O.[K+].[K+], predict the reaction product. The product is: [O:40]1[C:41]2[CH:51]=[CH:50][CH:44]=[CH:43][C:42]=2[N:56]=[C:1]1[O:8][C:9]1[CH:10]=[CH:11][C:12]([O:13][CH2:14][CH:15]([OH:30])[CH2:16][N:17]2[CH2:18][CH2:19][C:20]([C:24]3[CH:25]=[CH:26][CH:27]=[CH:28][CH:29]=3)([OH:23])[CH2:21][CH2:22]2)=[CH:31][CH:32]=1.